From a dataset of Reaction yield outcomes from USPTO patents with 853,638 reactions. Predict the reaction yield, written as a fraction of the theoretical maximum amount of product (1.0 means a 100% yield; for example, 0.34 means a 34% yield). The reactants are [OH:1][N:2]1[C:6](=[O:7])[C:5]2=[CH:8][CH:9]=[CH:10][CH:11]=[C:4]2[C:3]1=[O:12].C(N(CC)CC)C.[N+:20]([C:23]1[CH:28]=[C:27]([N+:29]([O-:31])=[O:30])[CH:26]=[CH:25][C:24]=1Cl)([O-:22])=[O:21].O. The catalyst is CC(C)=O.CCCCCC. The product is [N+:20]([C:23]1[CH:28]=[C:27]([N+:29]([O-:31])=[O:30])[CH:26]=[CH:25][C:24]=1[O:1][N:2]1[C:3](=[O:12])[C:4]2[C:5](=[CH:8][CH:9]=[CH:10][CH:11]=2)[C:6]1=[O:7])([O-:22])=[O:21]. The yield is 0.980.